From a dataset of Full USPTO retrosynthesis dataset with 1.9M reactions from patents (1976-2016). Predict the reactants needed to synthesize the given product. (1) Given the product [F:45][CH:2]1[C:6]2([CH2:11][CH2:10][N:9]([C:12]([O:14][C:15]([CH3:18])([CH3:17])[CH3:16])=[O:13])[CH2:8][CH2:7]2)[C:5](=[O:19])[N:4]([C:20]2[CH2:21][O:22][C:23](=[O:26])[C:24]=2[CH3:25])[CH2:3]1, predict the reactants needed to synthesize it. The reactants are: O[CH:2]1[C:6]2([CH2:11][CH2:10][N:9]([C:12]([O:14][C:15]([CH3:18])([CH3:17])[CH3:16])=[O:13])[CH2:8][CH2:7]2)[C:5](=[O:19])[N:4]([C:20]2[CH2:21][O:22][C:23](=[O:26])[C:24]=2[CH3:25])[CH2:3]1.F.F.F.C(N(CC)CC)C.C(N(CC)CC)C.[B-](F)(F)(F)[F:45].CCN([S+](F)F)CC. (2) Given the product [CH2:1]([C:6]1[CH:13]=[C:12]([O:14][C:15]2[N:20]=[CH:19][C:18]([N+:21]([O-:23])=[O:22])=[CH:17][N:16]=2)[CH:11]=[CH:10][C:7]=1[C:8]#[N:9])[CH3:2], predict the reactants needed to synthesize it. The reactants are: [CH3:1][CH2:2][Mg+].[Br-].I[C:6]1[CH:13]=[C:12]([O:14][C:15]2[N:20]=[CH:19][C:18]([N+:21]([O-:23])=[O:22])=[CH:17][N:16]=2)[CH:11]=[CH:10][C:7]=1[C:8]#[N:9]. (3) Given the product [Si:15]([O:14][C:11]1[CH:12]=[CH:13][C:8]([C:6]2[N:7]=[C:2]([C:30]#[C:29][C:23]3[CH:28]=[CH:27][CH:26]=[CH:25][CH:24]=3)[C:3]([NH2:22])=[N:4][CH:5]=2)=[CH:9][CH:10]=1)([C:18]([CH3:21])([CH3:20])[CH3:19])([CH3:17])[CH3:16], predict the reactants needed to synthesize it. The reactants are: Br[C:2]1[C:3]([NH2:22])=[N:4][CH:5]=[C:6]([C:8]2[CH:13]=[CH:12][C:11]([O:14][Si:15]([C:18]([CH3:21])([CH3:20])[CH3:19])([CH3:17])[CH3:16])=[CH:10][CH:9]=2)[N:7]=1.[C:23]1([C:29]#[CH:30])[CH:28]=[CH:27][CH:26]=[CH:25][CH:24]=1.O. (4) Given the product [ClH:1].[Cl:1][C:2]1[CH:3]=[C:4]2[C:9](=[CH:10][N:11]=1)[C:8](=[O:12])[NH:7][CH2:6][CH2:5]2, predict the reactants needed to synthesize it. The reactants are: [Cl:1][C:2]1[CH:3]=[C:4]2[C:9](=[CH:10][N:11]=1)[C:8](=[O:12])[N:7](C(OC(C)(C)C)=O)[CH2:6][CH2:5]2.Cl. (5) Given the product [Cl:1][C:14]1[C:15]([OH:17])=[N:16][C:11]([C:8]2[CH:9]=[CH:10][C:5]([Cl:4])=[C:6]([O:22][CH3:23])[C:7]=2[F:21])=[N:12][C:13]=1[C:18]([OH:20])=[O:19], predict the reactants needed to synthesize it. The reactants are: [Cl:1][O-].[Na+].[Cl:4][C:5]1[CH:10]=[CH:9][C:8]([C:11]2[N:16]=[C:15]([OH:17])[CH:14]=[C:13]([C:18]([OH:20])=[O:19])[N:12]=2)=[C:7]([F:21])[C:6]=1[O:22][CH3:23]. (6) Given the product [F:1][C:2]1[CH:27]=[C:26]([S:28]([CH3:31])(=[O:30])=[O:29])[C:25]([F:32])=[CH:24][C:3]=1[O:4][CH:5]1[CH2:9][CH2:8][N:7]([CH:10]2[CH2:15][CH2:14][NH:13][CH2:12][CH2:11]2)[C:6]1=[O:23], predict the reactants needed to synthesize it. The reactants are: [F:1][C:2]1[CH:27]=[C:26]([S:28]([CH3:31])(=[O:30])=[O:29])[C:25]([F:32])=[CH:24][C:3]=1[O:4][CH:5]1[CH2:9][CH2:8][N:7]([CH:10]2[CH2:15][CH2:14][N:13](C(OC(C)(C)C)=O)[CH2:12][CH2:11]2)[C:6]1=[O:23].FC(F)(F)C(O)=O.